From a dataset of Catalyst prediction with 721,799 reactions and 888 catalyst types from USPTO. Predict which catalyst facilitates the given reaction. (1) Reactant: [CH2:1]([O:3][C:4](=[O:36])[CH2:5][N:6]1[CH2:11][CH2:10][N:9]([C:12](=[O:35])[C:13]2[CH:18]=[CH:17][CH:16]=[C:15]([C@@H:19]([N:27]3[CH2:32][C@@H:31]([CH3:33])[NH:30][CH2:29][C@@H:28]3[CH3:34])[C:20]3[CH:25]=[CH:24][CH:23]=[C:22]([OH:26])[CH:21]=3)[CH:14]=2)[CH2:8][CH2:7]1)[CH3:2].[F:37][C:38]1[CH:39]=[C:40]([CH:43]=[CH:44][CH:45]=1)[CH:41]=O.C(O)(=O)C.C(O[BH-](OC(=O)C)OC(=O)C)(=O)C.[Na+]. Product: [CH2:1]([O:3][C:4](=[O:36])[CH2:5][N:6]1[CH2:11][CH2:10][N:9]([C:12](=[O:35])[C:13]2[CH:18]=[CH:17][CH:16]=[C:15]([C@@H:19]([N:27]3[CH2:32][C@@H:31]([CH3:33])[N:30]([CH2:41][C:40]4[CH:43]=[CH:44][CH:45]=[C:38]([F:37])[CH:39]=4)[CH2:29][C@@H:28]3[CH3:34])[C:20]3[CH:25]=[CH:24][CH:23]=[C:22]([OH:26])[CH:21]=3)[CH:14]=2)[CH2:8][CH2:7]1)[CH3:2]. The catalyst class is: 7. (2) Reactant: [N+:1]([C:4]1[CH:5]=[CH:6][CH:7]=[C:8]2[C:12]=1[NH:11][C:10]([C:13]([O:15][CH2:16][CH3:17])=[O:14])=[CH:9]2)([O-])=O. Product: [NH2:1][C:4]1[CH:5]=[CH:6][CH:7]=[C:8]2[C:12]=1[NH:11][C:10]([C:13]([O:15][CH2:16][CH3:17])=[O:14])=[CH:9]2. The catalyst class is: 865. (3) Reactant: C(N(C(C)C)CC)(C)C.[NH2:10][CH:11]1[CH2:16][CH2:15][N:14]([S:17]([C:20]2[CH:25]=[CH:24][C:23]([NH:26][C:27](=[O:36])[CH2:28][CH2:29][C:30]3[CH:35]=[CH:34][CH:33]=[CH:32][CH:31]=3)=[C:22]([Cl:37])[CH:21]=2)(=[O:19])=[O:18])[CH2:13][CH2:12]1.[C:38](Cl)(=[O:41])[CH:39]=[CH2:40]. Product: [Cl:37][C:22]1[CH:21]=[C:20]([S:17]([N:14]2[CH2:13][CH2:12][CH:11]([NH:10][C:38](=[O:41])[CH:39]=[CH2:40])[CH2:16][CH2:15]2)(=[O:18])=[O:19])[CH:25]=[CH:24][C:23]=1[NH:26][C:27](=[O:36])[CH2:28][CH2:29][C:30]1[CH:31]=[CH:32][CH:33]=[CH:34][CH:35]=1. The catalyst class is: 76. (4) Reactant: CC1(C)C(C)(C)OB([C:9]2[CH:10]=[C:11]([CH:32]=[CH:33][CH:34]=2)[CH2:12][N:13]([C:25]([O:27][C:28]([CH3:31])([CH3:30])[CH3:29])=[O:26])[CH2:14][CH2:15][N:16]([CH3:24])C(=O)OC(C)(C)C)O1.Br[C:37]1[CH:53]=[C:52]([CH3:54])[C:40]2[NH:41][C:42]([C:44]3[CH:49]=[CH:48][CH:47]=[CH:46][C:45]=3[O:50][CH3:51])=[N:43][C:39]=2[CH:38]=1.[C:55](=[O:58])([O-])[O-:56].[Na+].[Na+]. Product: [CH3:51][O:50][C:45]1[CH:46]=[CH:47][CH:48]=[CH:49][C:44]=1[C:42]1[NH:41][C:40]2[C:52]([CH3:54])=[CH:53][C:37]([C:9]3[CH:10]=[C:11]([CH:32]=[CH:33][CH:34]=3)[CH2:12][N:13]([CH2:14][CH2:15][NH:16][CH2:24][C:55]([O:56][C:11]([CH3:32])([CH3:12])[CH3:10])=[O:58])[C:25](=[O:26])[O:27][C:28]([CH3:29])([CH3:30])[CH3:31])=[CH:38][C:39]=2[N:43]=1. The catalyst class is: 108. (5) Reactant: [CH3:1][C:2]1[N:3]=[CH:4][O:5][C:6]=1[CH2:7]O.BrC(Br)(Br)Br.C1(P(C2C=CC=CC=2)C2C=CC=CC=2)C=CC=CC=1.[O:33]=[C:34]1[NH:39][C:38]2[CH:40]=[C:41]([C:43]3[CH:48]=[CH:47][CH:46]=[CH:45][CH:44]=3)[S:42][C:37]=2[C:36](=[O:49])[N:35]1[CH:50]1[CH2:55][CH2:54][N:53]([C:56]([O:58][C:59]([CH3:62])([CH3:61])[CH3:60])=[O:57])[CH2:52][CH2:51]1.C(=O)([O-])[O-].[K+].[K+]. Product: [CH3:1][C:2]1[N:3]=[CH:4][O:5][C:6]=1[CH2:7][N:39]1[C:38]2[CH:40]=[C:41]([C:43]3[CH:48]=[CH:47][CH:46]=[CH:45][CH:44]=3)[S:42][C:37]=2[C:36](=[O:49])[N:35]([CH:50]2[CH2:55][CH2:54][N:53]([C:56]([O:58][C:59]([CH3:61])([CH3:60])[CH3:62])=[O:57])[CH2:52][CH2:51]2)[C:34]1=[O:33]. The catalyst class is: 59. (6) Reactant: [CH3:1][NH:2][CH2:3][C:4]1[CH:9]=[CH:8][N:7]=[CH:6][CH:5]=1.C(N(CC)CC)C.[Cl:17][C:18]1[N:23]=[C:22]([Cl:24])[C:21]([F:25])=[C:20](Cl)[N:19]=1. Product: [Cl:17][C:18]1[N:19]=[C:20]([N:2]([CH3:1])[CH2:3][C:4]2[CH:9]=[CH:8][N:7]=[CH:6][CH:5]=2)[C:21]([F:25])=[C:22]([Cl:24])[N:23]=1. The catalyst class is: 20. (7) Reactant: Cl[C:2]1[CH:7]=[C:6]([C:8]2[CH:13]=[C:12]([Cl:14])[CH:11]=[CH:10][C:9]=2[O:15][CH3:16])[CH:5]=[CH:4][N:3]=1.[CH:17]1([OH:21])[CH2:20][CH2:19][CH2:18]1.[K].[O-]CCCC. Product: [Cl:14][C:12]1[CH:11]=[CH:10][C:9]([O:15][CH3:16])=[C:8]([C:6]2[CH:5]=[CH:4][N:3]=[C:2]([O:21][CH:17]3[CH2:20][CH2:19][CH2:18]3)[CH:7]=2)[CH:13]=1. The catalyst class is: 12.